Dataset: Catalyst prediction with 721,799 reactions and 888 catalyst types from USPTO. Task: Predict which catalyst facilitates the given reaction. (1) Reactant: [Cl:1][C:2]1[CH:3]=[C:4]([CH:27]=[CH:28][C:29]=1[F:30])[CH2:5][N:6]1[CH2:15][CH2:14][C:13]2[C:8](=[C:9]([O:24]C)[C:10](=[O:23])[N:11]([CH3:22])[C:12]=2[N:16]([CH3:21])[S:17]([CH3:20])(=[O:19])=[O:18])[C:7]1=[O:26].C(OCC)C. Product: [Cl:1][C:2]1[CH:3]=[C:4]([CH:27]=[CH:28][C:29]=1[F:30])[CH2:5][N:6]1[CH2:15][CH2:14][C:13]2[C:8](=[C:9]([OH:24])[C:10](=[O:23])[N:11]([CH3:22])[C:12]=2[N:16]([CH3:21])[S:17]([CH3:20])(=[O:19])=[O:18])[C:7]1=[O:26]. The catalyst class is: 570. (2) Reactant: [C:1]1([CH2:11][NH:12][C:13]([NH:15][C:16]2[CH:24]=[CH:23][CH:22]=[C:21]3[C:17]=2[CH:18]=[N:19][N:20]3C(OC)=O)=[O:14])[C:10]2[C:5](=[CH:6][CH:7]=[CH:8][CH:9]=2)[CH:4]=[CH:3][CH:2]=1.[OH-].[Na+]. Product: [NH:20]1[C:21]2[C:17](=[C:16]([NH:15][C:13]([NH:12][CH2:11][C:1]3[C:10]4[C:5](=[CH:6][CH:7]=[CH:8][CH:9]=4)[CH:4]=[CH:3][CH:2]=3)=[O:14])[CH:24]=[CH:23][CH:22]=2)[CH:18]=[N:19]1. The catalyst class is: 24. (3) Product: [CH2:1]([C:5]1[CH:9]=[C:8]([CH:43]=[O:44])[S:7][C:6]=1[C:10]1[S:11][C:12]2[C:18]3=[CH:19][CH:20]=[C:21]4[C:25]([S:24][C:23]([C:26]5[S:27][C:28]([CH:45]=[O:46])=[CH:29][C:30]=5[CH2:31][CH2:32][CH2:33][CH3:34])=[CH:22]4)=[C:17]3[CH:16]=[CH:15][C:13]=2[CH:14]=1)[CH2:2][CH2:3][CH3:4]. Reactant: [CH2:1]([C:5]1[CH:9]=[CH:8][S:7][C:6]=1[C:10]1[S:11][C:12]2[C:13](=[CH:15][CH:16]=[C:17]3[C:25]4[S:24][C:23]([C:26]5[S:27][CH:28]=[CH:29][C:30]=5[CH2:31][CH2:32][CH2:33][CH3:34])=[CH:22][C:21]=4[CH:20]=[CH:19][C:18]=23)[CH:14]=1)[CH2:2][CH2:3][CH3:4].P(Cl)(Cl)(Cl)=O.CN([CH:43]=[O:44])C.[C:45](=O)([O-])[OH:46].[Na+]. The catalyst class is: 4. (4) Reactant: [CH3:1][O:2][C:3]1[CH:15]=[CH:14][C:6]([CH2:7][N:8]2[CH2:13][CH2:12][NH:11][CH2:10][CH2:9]2)=[CH:5][CH:4]=1.C(N(CC)CC)C.[OH:23][C:24]12[C:35]3[C:30](=[C:31](F)[CH:32]=[CH:33][CH:34]=3)[C:29](=[O:37])[C:28]1([OH:38])[C:27]1[CH:39]=[CH:40][C:41]([CH:43]([CH3:45])[CH3:44])=[CH:42][C:26]=1[O:25]2. Product: [OH:23][C:24]12[C:35]3[C:30](=[C:31]([N:11]4[CH2:12][CH2:13][N:8]([CH2:7][C:6]5[CH:5]=[CH:4][C:3]([O:2][CH3:1])=[CH:15][CH:14]=5)[CH2:9][CH2:10]4)[CH:32]=[CH:33][CH:34]=3)[C:29](=[O:37])[C:28]1([OH:38])[C:27]1[CH:39]=[CH:40][C:41]([CH:43]([CH3:45])[CH3:44])=[CH:42][C:26]=1[O:25]2. The catalyst class is: 9.